From a dataset of Aqueous solubility values for 9,982 compounds from the AqSolDB database. Regression/Classification. Given a drug SMILES string, predict its absorption, distribution, metabolism, or excretion properties. Task type varies by dataset: regression for continuous measurements (e.g., permeability, clearance, half-life) or binary classification for categorical outcomes (e.g., BBB penetration, CYP inhibition). For this dataset (solubility_aqsoldb), we predict Y. (1) The drug is CC(=O)[O-].CCN(CC)c1ccc(C=CC2=[N+](C)c3ccccc3C2(C)C)cc1. The Y is -0.960 log mol/L. (2) The molecule is O=C1C2CC=CCC2C(=O)N1SC(Cl)(Cl)Cl. The Y is -4.77 log mol/L. (3) The molecule is COc1c2occc2cc2ccc(=O)oc12. The Y is -3.52 log mol/L.